Dataset: Peptide-MHC class I binding affinity with 185,985 pairs from IEDB/IMGT. Task: Regression. Given a peptide amino acid sequence and an MHC pseudo amino acid sequence, predict their binding affinity value. This is MHC class I binding data. (1) The MHC is HLA-B08:01 with pseudo-sequence HLA-B08:01. The binding affinity (normalized) is 0.418. The peptide sequence is YPLTFGWCF. (2) The peptide sequence is CTLNKSHLY. The MHC is HLA-A32:01 with pseudo-sequence HLA-A32:01. The binding affinity (normalized) is 0.0879. (3) The peptide sequence is KLNSWDVFG. The MHC is Mamu-B8701 with pseudo-sequence Mamu-B8701. The binding affinity (normalized) is 0. (4) The peptide sequence is VTGILQLPR. The MHC is HLA-A03:01 with pseudo-sequence HLA-A03:01. The binding affinity (normalized) is 0.184. (5) The peptide sequence is EWLWRTLGR. The MHC is HLA-A33:01 with pseudo-sequence HLA-A33:01. The binding affinity (normalized) is 0.805. (6) The peptide sequence is GYRSKACDM. The MHC is HLA-B07:02 with pseudo-sequence HLA-B07:02. The binding affinity (normalized) is 0.0847. (7) The peptide sequence is YDSQGLPEELP. The MHC is HLA-A02:01 with pseudo-sequence HLA-A02:01. The binding affinity (normalized) is 0. (8) The peptide sequence is SHTICDDYF. The MHC is Mamu-B17 with pseudo-sequence Mamu-B17. The binding affinity (normalized) is 0.478.